This data is from Full USPTO retrosynthesis dataset with 1.9M reactions from patents (1976-2016). The task is: Predict the reactants needed to synthesize the given product. (1) Given the product [OH:22][C:17]1[C:16]([O:24][CH3:25])=[CH:15][CH:14]=[C:13]2[C:18]=1[C:19](=[O:20])[O:21][C@@H:12]2[C@H:11]1[C:10]2[C:9]([O:26][CH3:27])=[C:8]3[O:28][CH2:29][O:30][C:7]3=[CH:6][C:5]=2[CH2:4][CH2:3][N:2]1[CH3:1], predict the reactants needed to synthesize it. The reactants are: [CH3:1][N:2]1[C@@H:11]([C@H:12]2[O:21][C:19](=[O:20])[C:18]3[C:17]([O:22]C)=[C:16]([O:24][CH3:25])[CH:15]=[CH:14][C:13]2=3)[C:10]2[C:9]([O:26][CH3:27])=[C:8]3[O:28][CH2:29][O:30][C:7]3=[CH:6][C:5]=2[CH2:4][CH2:3]1.[N-]=[N+]=[N-].[Na+].[I-].[Na+]. (2) The reactants are: CON(C)[C:4]([C:6]1[CH:11]=[CH:10][CH:9]=[CH:8][C:7]=1[S:12][CH3:13])=[O:5].[H-].[H-].[H-].[H-].[Li+].[Al+3].O.O.O.O.O.O.O.O.O.O.S([O-])([O-])(=O)=O.[Na+].[Na+].[CH2:38]1COCC1. Given the product [CH2:13]([S:12][C:7]1[CH:8]=[CH:9][CH:10]=[CH:11][C:6]=1[CH:4]=[O:5])[CH3:38], predict the reactants needed to synthesize it.